This data is from Forward reaction prediction with 1.9M reactions from USPTO patents (1976-2016). The task is: Predict the product of the given reaction. (1) Given the reactants BrC1C=C(N2C=C(CN(CC)CC)N=N2)C=CC=1.NC1C=CC([NH:26][C:27](=[O:36])[C:28]2[CH:33]=[CH:32][C:31]([O:34][CH3:35])=[CH:30][CH:29]=2)=CC=1.C([O-])([O-])=O.[K+].[K+], predict the reaction product. The product is: [CH3:35][O:34][C:31]1[CH:32]=[CH:33][C:28]([C:27]([NH2:26])=[O:36])=[CH:29][CH:30]=1. (2) Given the reactants [Cl:1][C:2]1[CH:7]=[CH:6][CH:5]=[C:4](C)[C:3]=1C.ClC1C=C(C)C(C)=CC=1.[C:19]([O-:22])(=[O:21])[CH3:20].[Na+].[Br-].[Na+].C(O)(=[O:28])C, predict the reaction product. The product is: [Cl:1][C:2]1[CH:7]=[CH:6][CH:5]=[C:20]2[C:19]([O:22][C:4](=[O:28])[C:3]=12)=[O:21]. (3) Given the reactants CO[C:3]([C:5]1[N:6]=[CH:7][C:8]2[C:9](=[O:23])[N:10]([CH2:16][C:17]3[CH:22]=[CH:21][CH:20]=[CH:19][CH:18]=3)[CH:11]=[CH:12][C:13]=2[C:14]=1[OH:15])=[O:4].[CH:24]1([NH2:27])[CH2:26][CH2:25]1.C(O)(=O)C.O, predict the reaction product. The product is: [CH:24]1([NH:27][C:3]([C:5]2[N:6]=[CH:7][C:8]3[C:9](=[O:23])[N:10]([CH2:16][C:17]4[CH:22]=[CH:21][CH:20]=[CH:19][CH:18]=4)[CH:11]=[CH:12][C:13]=3[C:14]=2[OH:15])=[O:4])[CH2:26][CH2:25]1. (4) Given the reactants [O:1]1[C:5]2[CH:6]=[CH:7][C:8]([CH2:10][N:11]3[C:20]([C:21](O)=[O:22])=[C:19]([C:24]4[CH:29]=[CH:28][CH:27]=[CH:26][CH:25]=4)[C:18]4[C:13](=[CH:14][CH:15]=[C:16]([Br:30])[CH:17]=4)[C:12]3=[O:31])=[CH:9][C:4]=2[O:3][CH2:2]1.[CH:32]1([NH2:38])[CH2:37][CH2:36][CH2:35][CH2:34][CH2:33]1, predict the reaction product. The product is: [CH:32]1([NH:38][C:21]([C:20]2[N:11]([CH2:10][C:8]3[CH:7]=[CH:6][C:5]4[O:1][CH2:2][O:3][C:4]=4[CH:9]=3)[C:12](=[O:31])[C:13]3[C:18]([C:19]=2[C:24]2[CH:29]=[CH:28][CH:27]=[CH:26][CH:25]=2)=[CH:17][C:16]([Br:30])=[CH:15][CH:14]=3)=[O:22])[CH2:37][CH2:36][CH2:35][CH2:34][CH2:33]1. (5) The product is: [NH2:1][C@H:2]([C:7]([OH:9])=[O:8])[CH2:3][C:4]([OH:6])=[O:5]. Given the reactants [NH2:1][C@H:2]([C:7]([O-:9])=[O:8])[CH2:3][C:4]([O-:6])=[O:5].C(CC(O)=O)(C(O)=O)=O.N.C1N=C(N)C2N=CN([C@@H]3O[C@H](COP(OP(OC[C@H]4O[C@@H](N5C=C(C(N)=O)CC=C5)[C@H](O)[C@@H]4O)(O)=O)(O)=O)[C@@H](O)[C@H]3O)C=2N=1.C(O)(=O)/C=C/C(O)=O, predict the reaction product. (6) Given the reactants [OH:1][C@@H:2]1[CH2:6][CH2:5][C@H:4]([NH:7][C:8](=[O:14])[O:9][C:10]([CH3:13])([CH3:12])[CH3:11])[CH2:3]1.C(N(CC)CC)C.[CH3:22][S:23](Cl)(=[O:25])=[O:24], predict the reaction product. The product is: [CH3:22][S:23]([O:1][C@@H:2]1[CH2:6][CH2:5][C@H:4]([NH:7][C:8](=[O:14])[O:9][C:10]([CH3:11])([CH3:13])[CH3:12])[CH2:3]1)(=[O:25])=[O:24]. (7) The product is: [C:1]1([CH3:50])[CH:6]=[CH:5][C:4]([S:7]([CH2:10][CH2:11][O:12][C:13](=[O:49])[C:14]2[CH:19]=[CH:18][CH:17]=[C:16]([S:20]([Cl:107])(=[O:22])=[O:21])[CH:15]=2)(=[O:9])=[O:8])=[CH:3][CH:2]=1. Given the reactants [C:1]1([CH3:50])[CH:6]=[CH:5][C:4]([S:7]([CH2:10][CH2:11][O:12][C:13](=[O:49])[C:14]2[CH:19]=[CH:18][CH:17]=[C:16]([S:20](N3C4C=CC(OC(F)F)=CC=4N=C3S(CC3C(OC)=C(OC)C=CN=3)=O)(=[O:22])=[O:21])[CH:15]=2)(=[O:9])=[O:8])=[CH:3][CH:2]=1.C1(C)C=CC(S(CCOC(=O)C2C=CC=C(S(N3C4C=C(OC(F)F)C=CC=4N=C3S(CC3C(OC)=C(OC)C=CN=3)=O)(=O)=O)C=2)(=O)=O)=CC=1.C([O-])(O)=O.[Na+].C(Cl)[Cl:107], predict the reaction product.